Predict which catalyst facilitates the given reaction. From a dataset of Catalyst prediction with 721,799 reactions and 888 catalyst types from USPTO. (1) Reactant: [Cl:1][C:2]1[CH:3]=[CH:4][C:5]([O:34][CH3:35])=[C:6]([CH:33]=1)[CH2:7][C@H:8]1[C:14](=[O:15])[N:13]([C:16]([NH:18][C@H:19]([CH2:23][CH3:24])[C:20](O)=[O:21])=[O:17])[CH2:12][C:11](=[N:25][O:26][C:27]2[CH:32]=[CH:31][CH:30]=[CH:29][CH:28]=2)[NH:10][CH2:9]1.C(Cl)Cl.[CH3:39][NH:40]C.CO. Product: [Cl:1][C:2]1[CH:3]=[CH:4][C:5]([O:34][CH3:35])=[C:6]([CH:33]=1)[CH2:7][C@H:8]1[C:14](=[O:15])[N:13]([C:16]([NH:18][C@@H:19]([C:20](=[O:21])[NH:40][CH3:39])[CH2:23][CH3:24])=[O:17])[CH2:12][C:11](=[N:25][O:26][C:27]2[CH:32]=[CH:31][CH:30]=[CH:29][CH:28]=2)[NH:10][CH2:9]1. The catalyst class is: 66. (2) Reactant: [NH:1]1[CH2:5][CH2:4][CH2:3][CH:2]1[C:6]([N:8]1[C:12]2[CH:13]=[CH:14][CH:15]=[CH:16][C:11]=2[NH:10][C:9]1=[O:17])=[O:7].[F:18][C:19]([F:24])([F:23])[C:20]([OH:22])=[O:21]. Product: [F:18][C:19]([F:24])([F:23])[C:20]([OH:22])=[O:21].[NH:1]1[CH2:5][CH2:4][CH2:3][CH:2]1[C:6]([N:8]1[C:12]2[CH:13]=[CH:14][CH:15]=[CH:16][C:11]=2[NH:10][C:9]1=[O:17])=[O:7]. The catalyst class is: 4.